Dataset: Full USPTO retrosynthesis dataset with 1.9M reactions from patents (1976-2016). Task: Predict the reactants needed to synthesize the given product. (1) Given the product [CH2:14]([O:13][C:11]([NH:10][C@H:9]1[C@H:5]([OH:4])[CH2:6][N:7]([C:21]([O:23][C:24]([CH3:27])([CH3:26])[CH3:25])=[O:22])[CH2:8]1)=[O:12])[C:15]1[CH:16]=[CH:17][CH:18]=[CH:19][CH:20]=1, predict the reactants needed to synthesize it. The reactants are: C([O:4][C@H:5]1[C@H:9]([NH:10][C:11]([O:13][CH2:14][C:15]2[CH:20]=[CH:19][CH:18]=[CH:17][CH:16]=2)=[O:12])[CH2:8][N:7]([C:21]([O:23][C:24]([CH3:27])([CH3:26])[CH3:25])=[O:22])[CH2:6]1)(=O)C.C(=O)([O-])[O-].[K+].[K+].O. (2) Given the product [CH3:27][O:26][C:23]1[CH:22]=[CH:21][C:20]([CH2:19][N:16]2[C:14]3[N:15]=[C:10]([O:4][CH2:3][C:2]([F:6])([F:5])[F:1])[N:11]=[C:12]([N:28]4[CH2:32][CH2:31][C@H:30]([OH:33])[CH2:29]4)[C:13]=3[N:18]=[N:17]2)=[CH:25][CH:24]=1, predict the reactants needed to synthesize it. The reactants are: [F:1][C:2]([F:6])([F:5])[CH2:3][OH:4].[H-].[Na+].Cl[C:10]1[N:11]=[C:12]([N:28]2[CH2:32][CH2:31][C@H:30]([OH:33])[CH2:29]2)[C:13]2[N:18]=[N:17][N:16]([CH2:19][C:20]3[CH:25]=[CH:24][C:23]([O:26][CH3:27])=[CH:22][CH:21]=3)[C:14]=2[N:15]=1.Cl.